Dataset: Peptide-MHC class I binding affinity with 185,985 pairs from IEDB/IMGT. Task: Regression. Given a peptide amino acid sequence and an MHC pseudo amino acid sequence, predict their binding affinity value. This is MHC class I binding data. (1) The peptide sequence is VNRWLFRHL. The MHC is HLA-B08:02 with pseudo-sequence HLA-B08:02. The binding affinity (normalized) is 0.0847. (2) The peptide sequence is VPYVLALV. The MHC is H-2-Kb with pseudo-sequence H-2-Kb. The binding affinity (normalized) is 0.723. (3) The peptide sequence is IQYPLWWGH. The MHC is HLA-B39:01 with pseudo-sequence HLA-B39:01. The binding affinity (normalized) is 0.0847. (4) The peptide sequence is KSGLFQFFV. The MHC is HLA-A02:03 with pseudo-sequence HLA-A02:03. The binding affinity (normalized) is 0.321. (5) The peptide sequence is ANSDLGTWQM. The MHC is Mamu-A02 with pseudo-sequence Mamu-A02. The binding affinity (normalized) is 0.170. (6) The MHC is HLA-B18:01 with pseudo-sequence HLA-B18:01. The binding affinity (normalized) is 0.0847. The peptide sequence is RAFWGQVQK. (7) The peptide sequence is QEEHDKYHSNV. The MHC is Mamu-A11 with pseudo-sequence Mamu-A11. The binding affinity (normalized) is 0.0182.